From a dataset of Forward reaction prediction with 1.9M reactions from USPTO patents (1976-2016). Predict the product of the given reaction. (1) The product is: [CH:19]1([NH:22][C:5](=[O:7])[C:4]2[CH:8]=[C:9]([I:12])[C:10]([CH3:11])=[C:2]([F:1])[CH:3]=2)[CH2:21][CH2:20]1. Given the reactants [F:1][C:2]1[CH:3]=[C:4]([CH:8]=[C:9]([I:12])[C:10]=1[CH3:11])[C:5]([OH:7])=O.C(Cl)(=O)C(Cl)=O.[CH:19]1([NH2:22])[CH2:21][CH2:20]1.C(N(CC)CC)C, predict the reaction product. (2) Given the reactants COC1C=CC(C[O:8][C:9]2[C:14]([C:15]3[CH:16]=[C:17]4[C:22](=[CH:23][CH:24]=3)[N:21]=[C:20]([NH2:25])[N:19]=[CH:18]4)=[C:13]([CH3:26])[CH:12]=[CH:11][N:10]=2)=CC=1.C(O)(C(F)(F)F)=O, predict the reaction product. The product is: [NH2:25][C:20]1[N:19]=[CH:18][C:17]2[C:22](=[CH:23][CH:24]=[C:15]([C:14]3[C:9](=[O:8])[NH:10][CH:11]=[CH:12][C:13]=3[CH3:26])[CH:16]=2)[N:21]=1. (3) Given the reactants [NH2:1][C:2]1[C:3]([C:23]#[N:24])=[C:4]([CH:20]=[CH:21][CH:22]=1)[O:5][CH2:6][C@H:7]([NH:9]C(=O)OCC1C=CC=CC=1)[CH3:8].O=[C:26]([CH3:33])[CH2:27][C:28]([O:30][CH2:31][CH3:32])=[O:29], predict the reaction product. The product is: [NH2:24][C:23]1[C:3]2[C:2](=[CH:22][CH:21]=[CH:20][C:4]=2[O:5][CH2:6][C@H:7]([NH2:9])[CH3:8])[N:1]=[C:26]([CH3:33])[C:27]=1[C:28]([O:30][CH2:31][CH3:32])=[O:29]. (4) Given the reactants CO[C:3](=[O:27])[CH2:4][O:5][C:6]1[CH:11]=[CH:10][CH:9]=[C:8]([C:12]([C:14]2[CH:15]=[N:16][N:17]([C:20]3[CH:25]=[CH:24][C:23]([F:26])=[CH:22][CH:21]=3)[C:18]=2[NH2:19])=[O:13])[CH:7]=1.[CH3:28][NH:29][CH2:30][CH2:31][OH:32], predict the reaction product. The product is: [NH2:19][C:18]1[N:17]([C:20]2[CH:25]=[CH:24][C:23]([F:26])=[CH:22][CH:21]=2)[N:16]=[CH:15][C:14]=1[C:12]([C:8]1[CH:7]=[C:6]([CH:11]=[CH:10][CH:9]=1)[O:5][CH2:4][C:3]([N:29]([CH2:30][CH2:31][OH:32])[CH3:28])=[O:27])=[O:13]. (5) Given the reactants Cl[CH2:2][C:3]1[N:4]=[C:5]2[CH:10]=[CH:9][C:8]([N:11]3[CH:16]=[CH:15][C:14]([O:17][CH2:18][C:19]4[CH:24]=[CH:23][C:22]([F:25])=[CH:21][CH:20]=4)=[CH:13][C:12]3=[O:26])=[CH:7][N:6]2[C:27]=1[CH3:28].C[Si]([C:33]#[N:34])(C)C.CCCC[N+](CCCC)(CCCC)CCCC.[F-], predict the reaction product. The product is: [F:25][C:22]1[CH:23]=[CH:24][C:19]([CH2:18][O:17][C:14]2[CH:15]=[CH:16][N:11]([C:8]3[CH:9]=[CH:10][C:5]4[N:6]([C:27]([CH3:28])=[C:3]([CH2:2][C:33]#[N:34])[N:4]=4)[CH:7]=3)[C:12](=[O:26])[CH:13]=2)=[CH:20][CH:21]=1. (6) Given the reactants [C:1]([Si:5]([O:8][CH2:9][CH2:10][C:11]1[S:12][C:13]([Cl:16])=[CH:14][CH:15]=1)([CH3:7])[CH3:6])([CH3:4])([CH3:3])[CH3:2].C([Li])CCC.CC1(C)CCCC(C)(C)N1.Cl.C1C[O:36][CH2:35]C1, predict the reaction product. The product is: [Si:5]([O:8][CH2:9][CH2:10][C:11]1[S:12][C:13]([Cl:16])=[C:14]([CH:35]=[O:36])[CH:15]=1)([C:1]([CH3:4])([CH3:2])[CH3:3])([CH3:6])[CH3:7].